This data is from Full USPTO retrosynthesis dataset with 1.9M reactions from patents (1976-2016). The task is: Predict the reactants needed to synthesize the given product. (1) Given the product [F:1][C:2]([F:33])([F:34])[C:3]1[CH:4]=[CH:5][C:6]([C:9]2[CH:10]=[C:11]([CH:30]=[CH:31][CH:32]=2)[CH2:12][O:13][C:14]2[CH:15]=[C:16]3[C:21](=[CH:22][CH:23]=2)[CH:20]([CH2:24][C:25]([OH:27])=[O:26])[C:19](=[CH2:29])[CH2:18][CH2:17]3)=[CH:7][CH:8]=1, predict the reactants needed to synthesize it. The reactants are: [F:1][C:2]([F:34])([F:33])[C:3]1[CH:8]=[CH:7][C:6]([C:9]2[CH:10]=[C:11]([CH:30]=[CH:31][CH:32]=2)[CH2:12][O:13][C:14]2[CH:15]=[C:16]3[C:21](=[CH:22][CH:23]=2)[CH:20]([CH2:24][C:25]([O:27]C)=[O:26])[C:19](=[CH2:29])[CH2:18][CH2:17]3)=[CH:5][CH:4]=1.[OH-].[Na+]. (2) Given the product [CH:14]1[C:15]([N+:18]([O-:20])=[O:19])=[CH:16][CH:17]=[C:12]([OH:11])[CH:13]=1, predict the reactants needed to synthesize it. The reactants are: C([O-])(=O)C.C1O[C@@H]([O:11][C:12]2[CH:17]=[CH:16][C:15]([N+:18]([O-:20])=[O:19])=[CH:14][CH:13]=2)[C@H](O)[C@@H](O)[C@@H]1O. (3) Given the product [F:1][C:2]1[CH:3]=[CH:4][C:5]([CH2:6][N:7]2[C:10]([CH3:11])([CH3:12])[C:9](=[O:13])[N:8]2[CH:14]2[CH:21]3[CH2:22][C:17]4([C:24]([OH:26])=[O:25])[CH2:18][CH:19]([CH2:23][CH:15]2[CH2:16]4)[CH2:20]3)=[CH:28][CH:29]=1, predict the reactants needed to synthesize it. The reactants are: [F:1][C:2]1[CH:29]=[CH:28][C:5]([CH2:6][N:7]2[C:10]([CH3:12])([CH3:11])[C:9](=[O:13])[N:8]2[CH:14]2[CH:21]3[CH2:22][C:17]4([C:24]([O:26]C)=[O:25])[CH2:18][CH:19]([CH2:23][CH:15]2[CH2:16]4)[CH2:20]3)=[CH:4][CH:3]=1.O.[Na].Cl. (4) The reactants are: [C:1]([O:5][C:6]([N:8]([CH3:18])[C@@H:9]([C:14]([CH3:17])([CH3:16])[CH3:15])[C:10]([O:12]C)=[O:11])=[O:7])([CH3:4])([CH3:3])[CH3:2].[Li+].[OH-]. Given the product [C:1]([O:5][C:6]([N:8]([CH3:18])[C@@H:9]([C:14]([CH3:17])([CH3:16])[CH3:15])[C:10]([OH:12])=[O:11])=[O:7])([CH3:4])([CH3:3])[CH3:2], predict the reactants needed to synthesize it. (5) Given the product [CH3:1][O:2][C:3]1[CH:4]=[CH:5][C:6]([C:9]2[C:17]3[C:12](=[C:13]([C:18]([F:21])([F:19])[F:20])[CH:14]=[CH:15][CH:16]=3)[N:11]([CH2:25][CH2:26][CH3:27])[N:10]=2)=[CH:7][CH:8]=1, predict the reactants needed to synthesize it. The reactants are: [CH3:1][O:2][C:3]1[CH:8]=[CH:7][C:6]([C:9]2[C:17]3[C:12](=[C:13]([C:18]([F:21])([F:20])[F:19])[CH:14]=[CH:15][CH:16]=3)[NH:11][N:10]=2)=[CH:5][CH:4]=1.[H-].[Na+].I[CH2:25][CH2:26][CH3:27]. (6) Given the product [Cl:26][C:27]1[C:36]2[C:31](=[CH:32][C:33]([S:37]([N:8]([CH2:7][C:6]3[CH:5]=[CH:4][C:3]([O:2][CH3:1])=[CH:15][CH:14]=3)[C:9]3[S:10][CH:11]=[N:12][N:13]=3)(=[O:38])=[O:39])=[CH:34][CH:35]=2)[C:30](=[O:52])[NH:29][N:28]=1, predict the reactants needed to synthesize it. The reactants are: [CH3:1][O:2][C:3]1[CH:15]=[CH:14][C:6]([CH2:7][NH:8][C:9]2[S:10][CH:11]=[N:12][N:13]=2)=[CH:5][CH:4]=1.C[Si]([N-][Si](C)(C)C)(C)C.[Li+].[Cl:26][C:27]1[C:36]2[C:31](=[CH:32][C:33]([S:37](OC3C(F)=C(F)C(F)=C(F)C=3F)(=[O:39])=[O:38])=[CH:34][CH:35]=2)[C:30](=[O:52])[NH:29][N:28]=1. (7) Given the product [CH2:7]([O:14][C:15]1[CH:16]=[C:17]([C:21]2[CH:26]=[CH:25][CH:24]=[C:23]([CH2:27][CH2:28][CH2:29][OH:30])[CH:22]=2)[CH:18]=[CH:19][CH:20]=1)[C:8]1[CH:13]=[CH:12][CH:11]=[CH:10][CH:9]=1, predict the reactants needed to synthesize it. The reactants are: [H-].[Al+3].[Li+].[H-].[H-].[H-].[CH2:7]([O:14][C:15]1[CH:16]=[C:17]([C:21]2[CH:26]=[CH:25][CH:24]=[C:23]([CH2:27][CH2:28][C:29](O)=[O:30])[CH:22]=2)[CH:18]=[CH:19][CH:20]=1)[C:8]1[CH:13]=[CH:12][CH:11]=[CH:10][CH:9]=1.O.S(=O)(=O)(O)O. (8) The reactants are: [H-].[Na+].[CH3:3][O:4][C:5]([CH2:7]P(OC)(OC)=O)=[O:6].[OH:14][C:15]1[CH:20]=[CH:19][C:18]([CH:21]2[CH2:26][CH2:25][C:24](=O)[CH2:23][CH2:22]2)=[CH:17][CH:16]=1. Given the product [OH:14][C:15]1[CH:20]=[CH:19][C:18]([CH:21]2[CH2:26][CH2:25][C:24](=[CH:7][C:5]([O:4][CH3:3])=[O:6])[CH2:23][CH2:22]2)=[CH:17][CH:16]=1, predict the reactants needed to synthesize it. (9) Given the product [F:26][C:23]1[CH:24]=[CH:25][C:20]([CH2:19][N:15]2[C:16](=[O:18])[C:17]3[C:9]([OH:8])=[C:10]4[C:31](=[O:32])[N:30]([CH3:33])[CH2:29][CH2:28][N:11]4[C:12]=3[C:13]([OH:27])=[N:14]2)=[CH:21][CH:22]=1, predict the reactants needed to synthesize it. The reactants are: C([O:8][C:9]1[C:17]2[C:16](=[O:18])[N:15]([CH2:19][C:20]3[CH:25]=[CH:24][C:23]([F:26])=[CH:22][CH:21]=3)[N:14]=[C:13]([OH:27])[C:12]=2[N:11]2[CH2:28][CH2:29][N:30]([CH3:33])[C:31](=[O:32])[C:10]=12)C1C=CC=CC=1.